This data is from Catalyst prediction with 721,799 reactions and 888 catalyst types from USPTO. The task is: Predict which catalyst facilitates the given reaction. Reactant: Cl[C:2]1[CH:7]=[C:6]([Cl:8])[N:5]=[CH:4][N:3]=1.[CH3:9][C:10]1[CH:11]=[C:12]([NH2:19])[CH:13]=[C:14]2[C:18]=1[NH:17][N:16]=[CH:15]2.CCN(C(C)C)C(C)C. Product: [Cl:8][C:6]1[N:5]=[CH:4][N:3]=[C:2]([NH:19][C:12]2[CH:13]=[C:14]3[C:18](=[C:10]([CH3:9])[CH:11]=2)[NH:17][N:16]=[CH:15]3)[CH:7]=1. The catalyst class is: 3.